The task is: Predict the reactants needed to synthesize the given product.. This data is from Full USPTO retrosynthesis dataset with 1.9M reactions from patents (1976-2016). (1) Given the product [CH3:1][N:2]([CH3:36])[CH2:3][CH2:4][N:5]1[C:9]2[CH:10]=[CH:11][C:12]([S:14]([CH2:17][CH:18]3[CH2:19][CH2:20][NH:21][CH2:22][CH2:23]3)(=[O:16])=[O:15])=[CH:13][C:8]=2[N:7]=[C:6]1[CH2:31][C:32]([CH3:34])([CH3:33])[CH3:35], predict the reactants needed to synthesize it. The reactants are: [CH3:1][N:2]([CH3:36])[CH2:3][CH2:4][N:5]1[C:9]2[CH:10]=[CH:11][C:12]([S:14]([CH2:17][CH:18]3[CH2:23][CH2:22][N:21](C(OC(C)(C)C)=O)[CH2:20][CH2:19]3)(=[O:16])=[O:15])=[CH:13][C:8]=2[N:7]=[C:6]1[CH2:31][C:32]([CH3:35])([CH3:34])[CH3:33].Cl[Si](C)(C)C. (2) The reactants are: [Cl:1][C:2]1[CH:7]=[CH:6][C:5]([NH:8][C:9]([NH:11][CH2:12][CH:13]2[O:18][CH2:17][CH2:16][NH:15][CH2:14]2)=[O:10])=[CH:4][CH:3]=1.[Cl:19][C:20]1[CH:21]=[C:22]([CH:26]=[CH:27][C:28]=1[Cl:29])[C:23](Cl)=[O:24]. Given the product [Cl:1][C:2]1[CH:7]=[CH:6][C:5]([NH:8][C:9]([NH:11][CH2:12][CH:13]2[O:18][CH2:17][CH2:16][N:15]([C:23](=[O:24])[C:22]3[CH:26]=[CH:27][C:28]([Cl:29])=[C:20]([Cl:19])[CH:21]=3)[CH2:14]2)=[O:10])=[CH:4][CH:3]=1, predict the reactants needed to synthesize it. (3) The reactants are: [N:1]([CH2:4][CH2:5][N:6]1[CH:10]=[C:9]([C:11]2[CH:16]=[CH:15][CH:14]=[CH:13][CH:12]=2)[CH:8]=[C:7]1[CH3:17])=[N+]=[N-]. Given the product [CH3:17][C:7]1[N:6]([CH2:5][CH2:4][NH2:1])[CH:10]=[C:9]([C:11]2[CH:16]=[CH:15][CH:14]=[CH:13][CH:12]=2)[CH:8]=1, predict the reactants needed to synthesize it. (4) Given the product [CH3:29][C:30]1[CH:35]=[CH:34][CH:33]=[C:32]([CH3:36])[C:31]=1[C:2]1[C:19]2[C:20]3[C:25]4[C:4](=[CH:5][C:6]([C:53]5[C:10]([CH3:11])=[CH:9][CH:8]=[CH:52][C:50]=5[CH3:51])=[C:7]5[C:24]=4[C:23]4[C:10](=[C:11]([C:25]6[C:4]([CH3:3])=[CH:5][CH:6]=[CH:7][C:24]=6[CH3:23])[CH:12]=[C:13]6[C:22]=4[C:21]=3[C:16](=[CH:17][CH:18]=2)[C:15]([C:20]2[C:21]([CH3:22])=[CH:16][CH:17]=[CH:18][C:19]=2[CH3:2])=[CH:14]6)[CH:9]=[CH:8]5)[CH:3]=1, predict the reactants needed to synthesize it. The reactants are: Br[C:2]1[C:19]2[C:20]3[C:25]4[C:4](=[CH:5][C:6](Br)=[C:7]5[C:24]=4[C:23]4[C:10](=[C:11](Br)[CH:12]=[C:13]6[C:22]=4[C:21]=3[C:16](=[CH:17][CH:18]=2)[C:15](Br)=[CH:14]6)[CH:9]=[CH:8]5)[CH:3]=1.[CH3:29][C:30]1[CH:35]=[CH:34][CH:33]=[C:32]([CH3:36])[C:31]=1B(O)O.[C:50](P([C:50]([CH3:53])([CH3:52])[CH3:51])C[Si](C)(C)C)([CH3:53])([CH3:52])[CH3:51].C(=O)([O-])[O-].[Cs+].[Cs+]. (5) Given the product [CH3:29][N:25]1[N:26]=[N:27][C:23]([C:19]2[CH:18]=[C:17]([N:14]3[CH2:13][C@H:12]4[N:8]([CH2:9][CH2:10][CH2:11]4)[C:7]4[N:28]=[C:3]([S:2][CH3:1])[N:4]=[CH:5][C:6]=4[C:15]3=[O:16])[CH:22]=[CH:21][CH:20]=2)=[N:24]1.[CH3:29][N:27]1[C:23]([C:19]2[CH:18]=[C:17]([N:14]3[CH2:13][C@H:12]4[N:8]([CH2:9][CH2:10][CH2:11]4)[C:7]4[N:28]=[C:3]([S:2][CH3:1])[N:4]=[CH:5][C:6]=4[C:15]3=[O:16])[CH:22]=[CH:21][CH:20]=2)=[N:24][N:25]=[N:26]1, predict the reactants needed to synthesize it. The reactants are: [CH3:1][S:2][C:3]1[N:4]=[CH:5][C:6]2[C:15](=[O:16])[N:14]([C:17]3[CH:22]=[CH:21][CH:20]=[C:19]([C:23]4[N:24]=[N:25][NH:26][N:27]=4)[CH:18]=3)[CH2:13][C@H:12]3[N:8]([CH2:9][CH2:10][CH2:11]3)[C:7]=2[N:28]=1.[C:29](=O)([O-])[O-].[K+].[K+].CI.O. (6) Given the product [CH2:27]([NH:1][C:2]1[CH:10]=[C:9]2[C:5]([C:6]([C:21]3[CH:22]=[CH:23][CH:24]=[CH:25][CH:26]=3)=[N:7][N:8]2[C:11]2[S:12][CH:13]=[C:14]([C:16]([O:18][CH2:19][CH3:20])=[O:17])[N:15]=2)=[CH:4][CH:3]=1)[C:28]1[CH:33]=[CH:32][CH:31]=[CH:30][CH:29]=1, predict the reactants needed to synthesize it. The reactants are: [NH2:1][C:2]1[CH:10]=[C:9]2[C:5]([C:6]([C:21]3[CH:26]=[CH:25][CH:24]=[CH:23][CH:22]=3)=[N:7][N:8]2[C:11]2[S:12][CH:13]=[C:14]([C:16]([O:18][CH2:19][CH3:20])=[O:17])[N:15]=2)=[CH:4][CH:3]=1.[CH:27](=O)[C:28]1[CH:33]=[CH:32][CH:31]=[CH:30][CH:29]=1.C(O[BH-](OC(=O)C)OC(=O)C)(=O)C.[Na+].O.